Dataset: Reaction yield outcomes from USPTO patents with 853,638 reactions. Task: Predict the reaction yield, written as a fraction of the theoretical maximum amount of product (1.0 means a 100% yield; for example, 0.34 means a 34% yield). (1) The reactants are [CH3:1][O:2][C:3](=[O:28])[C:4]1[CH:9]=[CH:8][CH:7]=[C:6]([NH:10][C:11](=[O:27])[CH2:12][C:13](=[O:26])[CH2:14][O:15][C:16]23[CH2:25][CH:20]4[CH2:21][CH:22]([CH2:24][CH:18]([CH2:19]4)[CH2:17]2)[CH2:23]3)[CH:5]=1.O.[N:30]([O-])=[O:31].[Na+]. The catalyst is C(O)(=O)C.C1COCC1. The product is [CH3:1][O:2][C:3](=[O:28])[C:4]1[CH:9]=[CH:8][CH:7]=[C:6]([NH:10][C:11](=[O:27])[C:12](=[N:30][OH:31])[C:13](=[O:26])[CH2:14][O:15][C:16]23[CH2:25][CH:20]4[CH2:21][CH:22]([CH2:24][CH:18]([CH2:19]4)[CH2:17]2)[CH2:23]3)[CH:5]=1. The yield is 0.950. (2) The reactants are [CH3:1][C:2]1([CH3:35])[O:7][CH2:6][C:5]([N+:32]([O-:34])=[O:33])([C:8]2[CH:17]=[CH:16][C:15]3[C:10](=[CH:11][CH:12]=[C:13]([O:18][C:19]4[CH:24]=[CH:23][C:22]([O:25][C:26]5C=[CH:30][CH:29]=[CH:28][CH:27]=5)=[CH:21][CH:20]=4)[CH:14]=3)[CH:9]=2)[CH2:4][O:3]1.C(OC1C=CC(O)=CC=1)CCCC. No catalyst specified. The product is [CH3:35][C:2]1([CH3:1])[O:3][CH2:4][C:5]([N+:32]([O-:34])=[O:33])([C:8]2[CH:17]=[CH:16][C:15]3[C:10](=[CH:11][CH:12]=[C:13]([O:18][C:19]4[CH:20]=[CH:21][C:22]([O:25][CH2:26][CH2:27][CH2:28][CH2:29][CH3:30])=[CH:23][CH:24]=4)[CH:14]=3)[CH:9]=2)[CH2:6][O:7]1. The yield is 0.580. (3) The reactants are [Si]([O:8][C:9]1[C:10]([F:28])=[C:11]([C:21]2[N:22]=[CH:23][C:24]([NH2:27])=[N:25][CH:26]=2)[CH:12]=[CH:13][C:14]=1[CH:15]1[CH2:20][CH2:19][CH2:18][CH2:17][CH2:16]1)(C(C)(C)C)(C)C.[F-].C([N+](CCCC)(CCCC)CCCC)CCC. The catalyst is C1COCC1. The product is [NH2:27][C:24]1[N:25]=[CH:26][C:21]([C:11]2[C:10]([F:28])=[C:9]([OH:8])[C:14]([CH:15]3[CH2:20][CH2:19][CH2:18][CH2:17][CH2:16]3)=[CH:13][CH:12]=2)=[N:22][CH:23]=1. The yield is 0.600. (4) The reactants are Br[C:2]1[CH:7]=[CH:6][C:5]([CH2:8][N:9]2[C:14](=[O:15])[C:13]([C:16]([NH:18][CH2:19][C:20]([OH:22])=[O:21])=[O:17])=[C:12]([OH:23])[C:11]([CH:24]([CH3:26])[CH3:25])=[N:10]2)=[C:4]([F:27])[CH:3]=1.[N+:28]([C:31]1C=[CH:35][C:34](B(O)O)=[CH:33][CH:32]=1)([O-])=O.C(=O)([O-])[O-].[K+].[K+].Cl. The catalyst is O.C1C=CC([P]([Pd]([P](C2C=CC=CC=2)(C2C=CC=CC=2)C2C=CC=CC=2)([P](C2C=CC=CC=2)(C2C=CC=CC=2)C2C=CC=CC=2)[P](C2C=CC=CC=2)(C2C=CC=CC=2)C2C=CC=CC=2)(C2C=CC=CC=2)C2C=CC=CC=2)=CC=1.O1CCOCC1. The product is [F:27][C:4]1[CH:3]=[C:2]([C:33]2[CH:32]=[CH:31][N:28]=[CH:35][CH:34]=2)[CH:7]=[CH:6][C:5]=1[CH2:8][N:9]1[C:14](=[O:15])[C:13]([C:16]([NH:18][CH2:19][C:20]([OH:22])=[O:21])=[O:17])=[C:12]([OH:23])[C:11]([CH:24]([CH3:26])[CH3:25])=[N:10]1. The yield is 0.250. (5) The product is [NH2:20][C@H:15]1[C@@H:16]([CH3:19])[CH2:17][CH2:18][N:13]([C:11](=[O:12])[CH2:10][C:8]#[N:9])[CH2:14]1. The catalyst is ClCCl. The reactants are FC(F)(F)C(O)=O.[C:8]([CH2:10][C:11]([N:13]1[CH2:18][CH2:17][C@H:16]([CH3:19])[C@H:15]([NH:20]C(=O)OC(C)(C)C)[CH2:14]1)=[O:12])#[N:9]. The yield is 0.720.